This data is from Full USPTO retrosynthesis dataset with 1.9M reactions from patents (1976-2016). The task is: Predict the reactants needed to synthesize the given product. (1) Given the product [CH2:8]([O:7][C:5]([C:4]1[CH:15]=[CH:16][C:17]([N:19]2[CH:22]=[CH:23][C:24]([C:25]([O:26][CH2:27][CH3:28])=[O:34])=[N:20]2)=[CH:18][C:3]=1[Cl:2])=[O:6])[C:9]1[CH:14]=[CH:13][CH:12]=[CH:11][CH:10]=1, predict the reactants needed to synthesize it. The reactants are: Cl.[Cl:2][C:3]1[CH:18]=[C:17]([NH:19][NH2:20])[CH:16]=[CH:15][C:4]=1[C:5]([O:7][CH2:8][C:9]1[CH:14]=[CH:13][CH:12]=[CH:11][CH:10]=1)=[O:6].Cl[C:22](Cl)(Cl)[C:23](=O)/[CH:24]=[CH:25]/[O:26][CH2:27][CH3:28].C([OH:34])C. (2) Given the product [NH2:26][C:29]1[CH:30]=[CH:31][C:32]([C:35]2[CH:43]=[C:42]3[C:38]([CH2:39][N:40]([C:45]4([C:50]([O:52][CH3:53])=[O:51])[CH2:49][CH2:48][CH2:47][CH2:46]4)[C:41]3=[O:44])=[CH:37][CH:36]=2)=[CH:33][CH:34]=1, predict the reactants needed to synthesize it. The reactants are: NC1C=CC(C2C=C3C(CN([C@@H](C(C)C)C(OC)=O)C3=O)=CC=2)=CC=1.[N+:26]([C:29]1[CH:34]=[CH:33][C:32]([C:35]2[CH:43]=[C:42]3[C:38]([CH2:39][N:40]([C:45]4([C:50]([O:52][CH3:53])=[O:51])[CH2:49][CH2:48][CH2:47][CH2:46]4)[C:41]3=[O:44])=[CH:37][CH:36]=2)=[CH:31][CH:30]=1)([O-])=O. (3) Given the product [CH2:1]([N:8]1[C:13](=[O:14])[C:12]([O:18][CH3:17])=[C:11]([Cl:16])[CH:10]=[N:9]1)[C:2]1[CH:7]=[CH:6][CH:5]=[CH:4][CH:3]=1, predict the reactants needed to synthesize it. The reactants are: [CH2:1]([N:8]1[C:13](=[O:14])[C:12](Cl)=[C:11]([Cl:16])[CH:10]=[N:9]1)[C:2]1[CH:7]=[CH:6][CH:5]=[CH:4][CH:3]=1.[CH3:17][O-:18].[Na+]. (4) Given the product [O:18]1[C:17]2[CH:22]=[CH:23][C:14]([C:13]3[N:8]4[N:7]=[C:6]([NH:5][C:3](=[O:4])[CH2:2][N:36]5[CH2:37][CH2:38][N:33]([CH3:32])[CH2:34][CH2:35]5)[N:24]=[C:9]4[CH:10]=[CH:11][CH:12]=3)=[CH:15][C:16]=2[O:21][CH2:20][CH2:19]1, predict the reactants needed to synthesize it. The reactants are: Cl[CH2:2][C:3]([NH:5][C:6]1[N:24]=[C:9]2[CH:10]=[CH:11][CH:12]=[C:13]([C:14]3[CH:23]=[CH:22][C:17]4[O:18][CH2:19][CH2:20][O:21][C:16]=4[CH:15]=3)[N:8]2[N:7]=1)=[O:4].C(N(CC)CC)C.[CH3:32][N:33]1[CH2:38][CH2:37][NH:36][CH2:35][CH2:34]1. (5) Given the product [OH:1][CH:2]([C:4]1[CH:9]=[CH:8][CH:7]=[CH:6][C:5]=1[C:10]1[CH:11]=[CH:12][C:13]([C:16]([N:18]2[C:24]3[CH:25]=[CH:26][CH:27]=[CH:28][C:23]=3[CH2:22][N:21]3[C:29]([C:32]([NH:34][CH2:35][C:36]4[CH:37]=[N+:38]([O-:43])[CH:39]=[CH:40][CH:41]=4)=[O:33])=[CH:30][CH:31]=[C:20]3[CH2:19]2)=[O:17])=[CH:14][CH:15]=1)[CH3:3], predict the reactants needed to synthesize it. The reactants are: [OH:1][CH:2]([C:4]1[CH:9]=[CH:8][CH:7]=[CH:6][C:5]=1[C:10]1[CH:15]=[CH:14][C:13]([C:16]([N:18]2[C:24]3[CH:25]=[CH:26][CH:27]=[CH:28][C:23]=3[CH2:22][N:21]3[C:29]([C:32]([NH:34][CH2:35][C:36]4[CH:37]=[N:38][CH:39]=[CH:40][CH:41]=4)=[O:33])=[CH:30][CH:31]=[C:20]3[CH2:19]2)=[O:17])=[CH:12][CH:11]=1)[CH3:3].C(=O)([O-])[OH:43].[Na+].ClC1C=C(C=CC=1)C(OO)=O. (6) Given the product [OH:6][C:7]1[CH:8]=[CH:9][C:10]([C:13]2[CH:18]=[CH:17][C:16]([CH2:19][C:20]([O:22][CH3:23])=[O:21])=[CH:15][CH:14]=2)=[CH:11][CH:12]=1, predict the reactants needed to synthesize it. The reactants are: S(=O)(=O)(O)O.[OH:6][C:7]1[CH:12]=[CH:11][C:10]([C:13]2[CH:18]=[CH:17][C:16]([CH2:19][C:20]([OH:22])=[O:21])=[CH:15][CH:14]=2)=[CH:9][CH:8]=1.[CH3:23]O. (7) Given the product [C:1]([NH:4][C:5]1[CH:13]=[C:12]([C:14]2[CH2:18][C:17]([C:23]3[CH:28]=[C:27]([Cl:29])[CH:26]=[C:25]([Cl:30])[CH:24]=3)([C:19]([F:22])([F:20])[F:21])[O:16][N:15]=2)[CH:11]=[CH:10][C:6]=1[C:7]([NH:9][CH:14]=[N:15][O:16][CH3:17])=[O:8])(=[O:3])[CH3:2], predict the reactants needed to synthesize it. The reactants are: [C:1]([NH:4][C:5]1[CH:13]=[C:12]([C:14]2[CH2:18][C:17]([C:23]3[CH:28]=[C:27]([Cl:29])[CH:26]=[C:25]([Cl:30])[CH:24]=3)([C:19]([F:22])([F:21])[F:20])[O:16][N:15]=2)[CH:11]=[CH:10][C:6]=1[C:7]([NH2:9])=[O:8])(=[O:3])[CH3:2]. (8) Given the product [Cl:31][C:11]1[CH:12]=[C:13]2[C:8](=[CH:9][CH:10]=1)[N:7]([C:14]([C:16]1[CH:17]=[N:18][CH:19]=[CH:20][C:21]=1[O:22][C:23]1[CH:28]=[C:27]([Cl:29])[CH:26]=[CH:25][C:24]=1[Cl:30])=[O:15])[CH2:6][CH2:5][N:4]2[CH:1]1[CH2:2][CH2:3]1, predict the reactants needed to synthesize it. The reactants are: [CH:1]1([N:4]2[C:13]3[C:8](=[CH:9][CH:10]=[CH:11][CH:12]=3)[N:7]([C:14]([C:16]3[CH:17]=[N:18][CH:19]=[CH:20][C:21]=3[O:22][C:23]3[CH:28]=[C:27]([Cl:29])[CH:26]=[CH:25][C:24]=3[Cl:30])=[O:15])[CH2:6][CH2:5]2)[CH2:3][CH2:2]1.[Cl:31]C1C=CC=C(C(OO)=O)C=1.C[Si](C)(C)N[Si](C)(C)C.ClC(OC)=O.C(=O)(O)[O-].[Na+].